Predict the reactants needed to synthesize the given product. From a dataset of Full USPTO retrosynthesis dataset with 1.9M reactions from patents (1976-2016). (1) Given the product [C:27]1([C@@H:25]2[CH2:26][C@H:24]2[NH:23][C:22]([C@@H:21]2[CH2:20][C@:19]3([CH2:34][OH:35])[C@@H:17]([CH2:18]3)[N:16]2[C:14](=[O:15])[CH2:13][N:6]2[C:7]3=[CH:8][N:9]=[CH:10][CH:11]=[C:12]3[C:4]([C:1](=[O:3])[CH3:2])=[N:5]2)=[O:33])[CH:32]=[CH:31][CH:30]=[CH:29][CH:28]=1, predict the reactants needed to synthesize it. The reactants are: [C:1]([C:4]1[C:12]2[C:7](=[CH:8][N:9]=[CH:10][CH:11]=2)[N:6]([CH2:13][C:14]([N:16]2[C@H:21]([C:22](=[O:33])[NH:23][C@@H:24]3[CH2:26][C@H:25]3[C:27]3[CH:32]=[CH:31][CH:30]=[CH:29][CH:28]=3)[CH2:20][C@:19]3([CH2:34][O:35]C(=O)CN4C5=CN=CC=C5C(C(=O)C)=N4)[C@H:17]2[CH2:18]3)=[O:15])[N:5]=1)(=[O:3])[CH3:2].[OH-].[Na+].C([O-])(O)=O.[Na+]. (2) Given the product [Cl:1][C:2]1[CH:3]=[C:4]([N:9]2[CH2:25][CH:13]3[CH2:14][N:15]([C:18]([O:20][C:21]([CH3:24])([CH3:23])[CH3:22])=[O:19])[CH2:16][CH2:17][N:12]3[C:10]2=[O:11])[CH:5]=[CH:6][C:7]=1[Cl:8], predict the reactants needed to synthesize it. The reactants are: [Cl:1][C:2]1[CH:3]=[C:4]([NH:9][C:10]([N:12]2[CH2:17][CH2:16][N:15]([C:18]([O:20][C:21]([CH3:24])([CH3:23])[CH3:22])=[O:19])[CH2:14][CH:13]2[CH2:25]O)=[O:11])[CH:5]=[CH:6][C:7]=1[Cl:8].C1(P(C2C=CC=CC=2)C2C=CC=CC=2)C=CC=CC=1.N(C(OCC)=O)=NC(OCC)=O.C1(C)C=CC=CC=1.O. (3) Given the product [NH2:1][C:2]([C:4]1[CH:5]=[N:6][C:7]2[C:12]([C:13]=1[NH:14][C:15]1[CH:16]=[C:17]([CH:23]=[CH:24][CH:25]=1)[C:18]([OH:20])=[O:19])=[CH:11][CH:10]=[C:9]([C:26]1[C:27]([O:34][CH3:35])=[N:28][C:29]([O:32][CH3:33])=[CH:30][CH:31]=1)[CH:8]=2)=[O:3], predict the reactants needed to synthesize it. The reactants are: [NH2:1][C:2]([C:4]1[CH:5]=[N:6][C:7]2[C:12]([C:13]=1[NH:14][C:15]1[CH:16]=[C:17]([CH:23]=[CH:24][CH:25]=1)[C:18]([O:20]CC)=[O:19])=[CH:11][CH:10]=[C:9]([C:26]1[C:27]([O:34][CH3:35])=[N:28][C:29]([O:32][CH3:33])=[CH:30][CH:31]=1)[CH:8]=2)=[O:3].[OH-].[Na+]. (4) Given the product [F:1][C:2]1[C:3]([O:8][CH2:12][C@@H:11]([N:13]2[C:21](=[O:22])[C:20]3[C:15](=[CH:16][CH:17]=[CH:18][CH:19]=3)[C:14]2=[O:23])[CH3:10])=[N:4][O:5][C:6]=1[CH3:7], predict the reactants needed to synthesize it. The reactants are: [F:1][C:2]1[C:3]([OH:8])=[N:4][O:5][C:6]=1[CH3:7].O[CH2:10][C@@H:11]([N:13]1[C:21](=[O:22])[C:20]2[C:15](=[CH:16][CH:17]=[CH:18][CH:19]=2)[C:14]1=[O:23])[CH3:12].